Dataset: Peptide-MHC class II binding affinity with 134,281 pairs from IEDB. Task: Regression. Given a peptide amino acid sequence and an MHC pseudo amino acid sequence, predict their binding affinity value. This is MHC class II binding data. (1) The peptide sequence is GFIGFCKSMGSKCVR. The MHC is DRB1_0802 with pseudo-sequence DRB1_0802. The binding affinity (normalized) is 0.367. (2) The peptide sequence is AQMNQAFRNIVNMLH. The MHC is DRB3_0202 with pseudo-sequence DRB3_0202. The binding affinity (normalized) is 0.604. (3) The peptide sequence is PCKGDSVTIKLDGNL. The MHC is DRB3_0202 with pseudo-sequence DRB3_0202. The binding affinity (normalized) is 0. (4) The peptide sequence is RLFKAFILDGDNLFP. The binding affinity (normalized) is 0.376. The MHC is DRB1_0802 with pseudo-sequence DRB1_0802. (5) The peptide sequence is QRMFTREELIHFPEF. The MHC is DRB1_0301 with pseudo-sequence DRB1_0301. The binding affinity (normalized) is 0.719. (6) The peptide sequence is SCIAIGIITLYLGAVVQA. The MHC is DRB1_0701 with pseudo-sequence DRB1_0701. The binding affinity (normalized) is 0.258. (7) The peptide sequence is LIGPTPVNIIGRNLLTQLGC. The MHC is DRB1_0701 with pseudo-sequence DRB1_0701. The binding affinity (normalized) is 0.266. (8) The peptide sequence is QNLARTISEAGQAMA. The MHC is DRB1_1302 with pseudo-sequence DRB1_1302. The binding affinity (normalized) is 0.511. (9) The peptide sequence is WIELKESWGAVWRID. The MHC is HLA-DPA10201-DPB10501 with pseudo-sequence HLA-DPA10201-DPB10501. The binding affinity (normalized) is 0.260. (10) The peptide sequence is KVLELAAALSDDFER. The MHC is HLA-DQA10501-DQB10201 with pseudo-sequence HLA-DQA10501-DQB10201. The binding affinity (normalized) is 0.589.